From a dataset of NCI-60 drug combinations with 297,098 pairs across 59 cell lines. Regression. Given two drug SMILES strings and cell line genomic features, predict the synergy score measuring deviation from expected non-interaction effect. (1) Drug 1: CC1=C(C=C(C=C1)NC(=O)C2=CC=C(C=C2)CN3CCN(CC3)C)NC4=NC=CC(=N4)C5=CN=CC=C5. Drug 2: C(CCl)NC(=O)N(CCCl)N=O. Cell line: CCRF-CEM. Synergy scores: CSS=-5.44, Synergy_ZIP=9.93, Synergy_Bliss=8.15, Synergy_Loewe=-7.80, Synergy_HSA=-7.05. (2) Cell line: NCIH23. Drug 2: CN(C(=O)NC(C=O)C(C(C(CO)O)O)O)N=O. Synergy scores: CSS=9.10, Synergy_ZIP=-0.504, Synergy_Bliss=5.51, Synergy_Loewe=1.69, Synergy_HSA=4.24. Drug 1: C#CCC(CC1=CN=C2C(=N1)C(=NC(=N2)N)N)C3=CC=C(C=C3)C(=O)NC(CCC(=O)O)C(=O)O. (3) Drug 2: CC(C)NC(=O)C1=CC=C(C=C1)CNNC.Cl. Drug 1: C1CC(=O)NC(=O)C1N2C(=O)C3=CC=CC=C3C2=O. Synergy scores: CSS=3.21, Synergy_ZIP=-1.99, Synergy_Bliss=-5.05, Synergy_Loewe=1.84, Synergy_HSA=-2.62. Cell line: OVCAR-5. (4) Drug 1: CC1=C(C=C(C=C1)NC2=NC=CC(=N2)N(C)C3=CC4=NN(C(=C4C=C3)C)C)S(=O)(=O)N.Cl. Drug 2: CC=C1C(=O)NC(C(=O)OC2CC(=O)NC(C(=O)NC(CSSCCC=C2)C(=O)N1)C(C)C)C(C)C. Cell line: RXF 393. Synergy scores: CSS=46.3, Synergy_ZIP=-4.27, Synergy_Bliss=-7.31, Synergy_Loewe=-54.3, Synergy_HSA=-5.12. (5) Drug 1: CCCS(=O)(=O)NC1=C(C(=C(C=C1)F)C(=O)C2=CNC3=C2C=C(C=N3)C4=CC=C(C=C4)Cl)F. Drug 2: CC12CCC3C(C1CCC2O)C(CC4=C3C=CC(=C4)O)CCCCCCCCCS(=O)CCCC(C(F)(F)F)(F)F. Cell line: SF-295. Synergy scores: CSS=5.23, Synergy_ZIP=-0.251, Synergy_Bliss=2.68, Synergy_Loewe=2.24, Synergy_HSA=2.15.